This data is from Full USPTO retrosynthesis dataset with 1.9M reactions from patents (1976-2016). The task is: Predict the reactants needed to synthesize the given product. (1) Given the product [Cl:29][C:24]1[CH:23]=[C:22]([NH:21][C:12]2[C:11]3[C:16](=[CH:17][C:18]([O:19][CH3:20])=[C:9]([OH:8])[CH:10]=3)[N:15]=[CH:14][N:13]=2)[CH:27]=[CH:26][C:25]=1[F:28], predict the reactants needed to synthesize it. The reactants are: C([O:8][C:9]1[CH:10]=[C:11]2[C:16](=[CH:17][C:18]=1[O:19][CH3:20])[N:15]=[CH:14][N:13]=[C:12]2[NH:21][C:22]1[CH:27]=[CH:26][C:25]([F:28])=[C:24]([Cl:29])[CH:23]=1)C1C=CC=CC=1.C1(OC)C=CC=CC=1. (2) Given the product [NH:18]1[C:19]2[C:15](=[C:14]([CH2:13][O:12][CH2:11][CH:8]3[CH2:7][CH2:6][C:5]([C:32]4[CH:33]=[CH:34][CH:35]=[CH:36][CH:37]=4)([N:4]([CH3:38])[CH3:3])[CH2:10][CH2:9]3)[CH:22]=[CH:21][CH:20]=2)[CH:16]=[CH:17]1, predict the reactants needed to synthesize it. The reactants are: [OH-].[Na+].[CH3:3][N:4]([CH3:38])[C:5]1([C:32]2[CH:37]=[CH:36][CH:35]=[CH:34][CH:33]=2)[CH2:10][CH2:9][CH:8]([CH2:11][O:12][CH2:13][C:14]2[CH:22]=[CH:21][CH:20]=[C:19]3[C:15]=2[CH:16]=[CH:17][N:18]3S(C2C=CC=CC=2)(=O)=O)[CH2:7][CH2:6]1.Cl. (3) Given the product [CH:1]1([CH2:4][O:5][C:6]2[CH:7]=[C:8]3[C:13](=[CH:14][CH:15]=2)[N:12]=[C:11]([NH:16][CH2:17][CH2:18][NH:19][C:20](=[O:22])[CH3:21])[C:10]([CH2:23][OH:24])=[CH:9]3)[CH2:2][CH2:3]1, predict the reactants needed to synthesize it. The reactants are: [CH:1]1([CH2:4][O:5][C:6]2[CH:7]=[C:8]3[C:13](=[CH:14][CH:15]=2)[N:12]=[C:11]([NH:16][CH2:17][CH2:18][NH:19][C:20](=[O:22])[CH3:21])[C:10]([CH:23]=[O:24])=[CH:9]3)[CH2:3][CH2:2]1.[BH4-].[Na+]. (4) Given the product [ClH:28].[I:1][C:2]1[CH:3]=[CH:4][C:5]([N:8]2[CH2:13][CH:12]3[CH2:14][CH:9]2[CH2:10][NH:11]3)=[CH:6][CH:7]=1, predict the reactants needed to synthesize it. The reactants are: [I:1][C:2]1[CH:7]=[CH:6][C:5]([N:8]2[CH2:13][CH:12]3[CH2:14][CH:9]2[CH2:10][N:11]3C(OC(C)(C)C)=O)=[CH:4][CH:3]=1.O1CCOCC1.[ClH:28]. (5) Given the product [CH2:40]([CH2:43][NH:44][CH2:1][CH2:4][C:5]1[CH:6]=[CH:7][C:8]([CH2:9][CH2:10][CH2:11][NH:12][C:13]2[CH:18]=[C:17]([O:19][CH3:20])[CH:16]=[CH:15][C:14]=2[C@@H:21]2[CH2:30][CH2:29][C:28]3[CH:27]=[C:26]([OH:31])[CH:25]=[CH:24][C:23]=3[CH2:22]2)=[CH:38][CH:39]=1)[CH:41]=[CH2:42], predict the reactants needed to synthesize it. The reactants are: [C:1]([CH2:4][C:5]1[CH:39]=[CH:38][C:8]([CH2:9][CH2:10][CH2:11][NH:12][C:13]2[CH:18]=[C:17]([O:19][CH3:20])[CH:16]=[CH:15][C:14]=2[C@@H:21]2[CH2:30][CH2:29][C:28]3[CH:27]=[C:26]([O:31]C(=O)C(C)(C)C)[CH:25]=[CH:24][C:23]=3[CH2:22]2)=[CH:7][CH:6]=1)(O)=O.[CH2:40]([CH2:43][NH2:44])[CH:41]=[CH2:42]. (6) Given the product [C:26]([C:25]1[CH:24]=[C:23]2[C:22](=[CH:21][CH:20]=1)[C:32](=[O:31])[N:1]([C:2]1[CH:3]=[C:4]([C:8]3[O:9][C:10]4[C:16]([C:17]([OH:19])=[O:18])=[CH:15][CH:14]=[CH:13][C:11]=4[N:12]=3)[CH:5]=[CH:6][CH:7]=1)[C:29]2=[O:30])([OH:28])=[O:27], predict the reactants needed to synthesize it. The reactants are: [NH2:1][C:2]1[CH:3]=[C:4]([C:8]2[O:9][C:10]3[C:16]([C:17]([OH:19])=[O:18])=[CH:15][CH:14]=[CH:13][C:11]=3[N:12]=2)[CH:5]=[CH:6][CH:7]=1.[CH:20]1[C:25]([C:26]([OH:28])=[O:27])=[CH:24][C:23]2[C:29]([O:31][C:32](=O)[C:22]=2[CH:21]=1)=[O:30]. (7) Given the product [CH:1]([C:4]1[CH:5]=[CH:6][C:7]([C:10]2[N:11]=[CH:12][N:13]([C:23]3[CH:24]=[C:19]([CH:20]=[CH:21][CH:22]=3)[C:15]([O:17][CH3:18])=[O:16])[CH:14]=2)=[CH:8][CH:9]=1)([CH3:3])[CH3:2], predict the reactants needed to synthesize it. The reactants are: [CH:1]([C:4]1[CH:9]=[CH:8][C:7]([C:10]2[N:11]=[CH:12][NH:13][CH:14]=2)=[CH:6][CH:5]=1)([CH3:3])[CH3:2].[C:15]([C:19]1[CH:20]=[C:21](B(O)O)[CH:22]=[CH:23][CH:24]=1)([O:17][CH3:18])=[O:16].N1C=CC=CC=1. (8) Given the product [NH2:26][C@H:13]1[C@H:14]([OH:18])[C@@H:15]([CH3:17])[CH2:16][N:11]([C:3]2[C:2]([NH:1][C:55]([C:53]3[CH:52]=[CH:51][C:50]([F:58])=[C:49]([C:36]4[C:35]([F:34])=[CH:40][C:39]([O:41][CH:42]5[CH2:47][CH2:46][CH2:45][O:44][CH2:43]5)=[CH:38][C:37]=4[F:48])[N:54]=3)=[O:56])=[CH:7][N:6]=[C:5]3[O:8][CH2:9][CH2:10][C:4]=23)[CH2:12]1.[Si:19]([O:18][C@@H:14]1[C@@H:15]([CH3:17])[CH2:16][N:11]([C:3]2[C:2]([NH:1][C:55]([C:53]3[CH:52]=[CH:51][C:50]([F:58])=[C:49]([C:36]4[C:35]([F:34])=[CH:40][C:39]([O:41][CH:42]5[CH2:47][CH2:46][CH2:45][O:44][CH2:43]5)=[CH:38][C:37]=4[F:48])[N:54]=3)=[O:56])=[CH:7][N:6]=[C:5]3[O:8][CH2:9][CH2:10][C:4]=23)[CH2:12][C@H:13]1[NH:26][C:27](=[O:33])[O:28][C:29]([CH3:32])([CH3:31])[CH3:30])([C:22]([CH3:23])([CH3:25])[CH3:24])([CH3:20])[CH3:21], predict the reactants needed to synthesize it. The reactants are: [NH2:1][C:2]1[C:3]([N:11]2[CH2:16][C@H:15]([CH3:17])[C@@H:14]([O:18][Si:19]([C:22]([CH3:25])([CH3:24])[CH3:23])([CH3:21])[CH3:20])[C@H:13]([NH:26][C:27](=[O:33])[O:28][C:29]([CH3:32])([CH3:31])[CH3:30])[CH2:12]2)=[C:4]2[CH2:10][CH2:9][O:8][C:5]2=[N:6][CH:7]=1.[F:34][C:35]1[CH:40]=[C:39]([O:41][CH:42]2[CH2:47][CH2:46][CH2:45][O:44][CH2:43]2)[CH:38]=[C:37]([F:48])[C:36]=1[C:49]1[N:54]=[C:53]([C:55](O)=[O:56])[CH:52]=[CH:51][C:50]=1[F:58].CN(C(ON1N=NC2C=CC=NC1=2)=[N+](C)C)C.F[P-](F)(F)(F)(F)F.CCN(C(C)C)C(C)C.